Dataset: Full USPTO retrosynthesis dataset with 1.9M reactions from patents (1976-2016). Task: Predict the reactants needed to synthesize the given product. Given the product [Br:1][C:2]1[N:7]=[C:6]([CH2:8][CH:15]([C:14]2[C:17]([F:21])=[CH:18][CH:19]=[CH:20][C:13]=2[Cl:12])[OH:16])[C:5]([N+:9]([O-:11])=[O:10])=[CH:4][CH:3]=1, predict the reactants needed to synthesize it. The reactants are: [Br:1][C:2]1[N:7]=[C:6]([CH3:8])[C:5]([N+:9]([O-:11])=[O:10])=[CH:4][CH:3]=1.[Cl:12][C:13]1[CH:20]=[CH:19][CH:18]=[C:17]([F:21])[C:14]=1[CH:15]=[O:16].[O-]CC.[Na+].ClC1C=CC=C(F)C=1C(O)CC1C([N+]([O-])=O)=CC=C(OCC)N=1.